Task: Predict the product of the given reaction.. Dataset: Forward reaction prediction with 1.9M reactions from USPTO patents (1976-2016) (1) Given the reactants O[C:2]1[N:3]=[C:4]2[CH:12]=[C:11](/[CH:13]=[CH:14]/[C:15]3[S:16][CH:17]=[C:18]([CH:20]([CH3:22])[CH3:21])[N:19]=3)[CH:10]=[CH:9][N:5]2[C:6](=[O:8])[CH:7]=1.C1(C)C=CC(S(Cl)(=O)=O)=CC=1.C(N(CC)CC)C.Cl.[CH3:42][NH:43][C:44]([CH:46]1[CH2:51][CH2:50][CH2:49][NH:48][CH2:47]1)=[O:45], predict the reaction product. The product is: [CH3:42][NH:43][C:44]([CH:46]1[CH2:51][CH2:50][CH2:49][N:48]([C:2]2[N:3]=[C:4]3[CH:12]=[C:11](/[CH:13]=[CH:14]/[C:15]4[S:16][CH:17]=[C:18]([CH:20]([CH3:22])[CH3:21])[N:19]=4)[CH:10]=[CH:9][N:5]3[C:6](=[O:8])[CH:7]=2)[CH2:47]1)=[O:45]. (2) Given the reactants [CH2:1]([C:8]1[S:9][C:10]2[CH:16]=[C:15]([CH3:17])[CH:14]=[CH:13][C:11]=2[N:12]=1)[C:2]1[CH:7]=[CH:6][CH:5]=[CH:4]C=1.C1C(=O)N([Br:25])C(=O)C1.CC(N=NC(C#N)(C)C)(C#N)C.C(Cl)(Cl)(Cl)Cl, predict the reaction product. The product is: [Br:25][CH2:17][C:15]1[CH:14]=[CH:13][C:11]2[N:12]=[C:8]([CH:1]3[CH2:2][CH2:7][CH2:6][CH2:5][CH2:4]3)[S:9][C:10]=2[CH:16]=1.